Dataset: Forward reaction prediction with 1.9M reactions from USPTO patents (1976-2016). Task: Predict the product of the given reaction. (1) The product is: [CH2:19]([CH:13]1[CH2:12][CH2:11][CH2:10][CH2:9][N:8]1[O:6][NH2:5])[CH3:20]. Given the reactants [Na].CC(=[N:5][OH:6])C.Cl.[N:8]1(CCCl)[CH2:13][CH2:12][CH2:11][CH2:10][CH2:9]1.[OH-].[Na+].[CH2:19](O)[CH3:20], predict the reaction product. (2) Given the reactants [O:1]1[CH2:5][CH2:4][O:3][C:2]21[C@H:10]1[CH2:11][C:12](=[O:14])[CH2:13][C@@H:6]2[CH2:7][O:8][CH2:9]1.[BH4-].[Na+].[NH4+].[Cl-], predict the reaction product. The product is: [O:1]1[CH2:5][CH2:4][O:3][C:2]21[C@H:10]1[CH2:11][CH:12]([OH:14])[CH2:13][C@@H:6]2[CH2:7][O:8][CH2:9]1. (3) The product is: [CH2:10]([NH:12][CH2:8][C:3]1[C:2]([F:1])=[CH:7][CH:6]=[CH:5][N:4]=1)[CH3:11]. Given the reactants [F:1][C:2]1[C:3]([CH:8]=O)=[N:4][CH:5]=[CH:6][CH:7]=1.[CH2:10]([NH2:12])[CH3:11], predict the reaction product. (4) Given the reactants [CH3:1][S:2]([C:5]1[CH:12]=[CH:11][C:8]([CH:9]=O)=[CH:7][CH:6]=1)(=[O:4])=[O:3].C(O)(=O)[CH2:14][C:15]([OH:17])=[O:16], predict the reaction product. The product is: [CH3:1][S:2]([C:5]1[CH:12]=[CH:11][C:8]([CH:9]=[CH:14][C:15]([OH:17])=[O:16])=[CH:7][CH:6]=1)(=[O:4])=[O:3]. (5) Given the reactants [C:1]([NH:4][N:5]1[CH2:10][C:9]([CH:11]([OH:13])[CH3:12])=[N:8][N:7]([C:14]([O:16][C:17]([CH3:20])([CH3:19])[CH3:18])=[O:15])[C:6]1=[O:21])(=[O:3])[CH3:2].C([O-])(O)=O.[Na+].[Na+].[Br-].[O-]Cl.[Na+].[O-]S([O-])=O.[Na+].[Na+], predict the reaction product. The product is: [C:1]([NH:4][N:5]1[CH2:10][C:9]([C:11](=[O:13])[CH3:12])=[N:8][N:7]([C:14]([O:16][C:17]([CH3:20])([CH3:19])[CH3:18])=[O:15])[C:6]1=[O:21])(=[O:3])[CH3:2]. (6) Given the reactants Br[C:2]1[C:3]2[N:4]([N:8]=[CH:9][C:10]=2[C:11]([O:13][CH3:14])=[O:12])[CH:5]=[CH:6][CH:7]=1.C1C=CC(P(C2C(C3C(P(C4C=CC=CC=4)C4C=CC=CC=4)=CC=C4C=3C=CC=C4)=C3C(C=CC=C3)=CC=2)C2C=CC=CC=2)=CC=1.C([O-])([O-])=O.[Cs+].[Cs+].[NH:67]1[CH2:72][CH2:71][O:70][CH2:69][CH2:68]1, predict the reaction product. The product is: [O:70]1[CH2:71][CH2:72][N:67]([C:2]2[C:3]3[N:4]([N:8]=[CH:9][C:10]=3[C:11]([O:13][CH3:14])=[O:12])[CH:5]=[CH:6][CH:7]=2)[CH2:68][CH2:69]1. (7) Given the reactants Br[C:2]1[C:3]([CH3:28])=[C:4]([C:15]([NH:18][S:19]([C:22]2[CH:23]=[N:24][CH:25]=[CH:26][CH:27]=2)(=[O:21])=[O:20])=[CH:16][CH:17]=1)[C:5]([O:7][CH2:8][C:9]1[CH:14]=[CH:13][CH:12]=[CH:11][CH:10]=1)=[O:6].[O-]P([O-])([O-])=O.[K+].[K+].[K+].[CH2:37](B(O)O)[CH2:38][CH2:39][CH3:40], predict the reaction product. The product is: [CH2:37]([C:2]1[C:3]([CH3:28])=[C:4]([C:15]([NH:18][S:19]([C:22]2[CH:23]=[N:24][CH:25]=[CH:26][CH:27]=2)(=[O:20])=[O:21])=[CH:16][CH:17]=1)[C:5]([O:7][CH2:8][C:9]1[CH:10]=[CH:11][CH:12]=[CH:13][CH:14]=1)=[O:6])[CH2:38][CH2:39][CH3:40].